From a dataset of Reaction yield outcomes from USPTO patents with 853,638 reactions. Predict the reaction yield, written as a fraction of the theoretical maximum amount of product (1.0 means a 100% yield; for example, 0.34 means a 34% yield). (1) The reactants are O[C:2]1[C:7]([C:8]([O:10][CH2:11][CH3:12])=[O:9])=[CH:6][N:5]=[C:4]([C:13]2[CH:18]=[CH:17][CH:16]=[CH:15][C:14]=2[CH3:19])[N:3]=1.P(Cl)(Cl)([Cl:22])=O.C(=O)([O-])[O-].[K+].[K+]. No catalyst specified. The product is [Cl:22][C:2]1[C:7]([C:8]([O:10][CH2:11][CH3:12])=[O:9])=[CH:6][N:5]=[C:4]([C:13]2[CH:18]=[CH:17][CH:16]=[CH:15][C:14]=2[CH3:19])[N:3]=1. The yield is 0.840. (2) The product is [CH3:1][C:2]1[O:6][C:5]([C:7]2[CH:8]=[CH:9][C:10]([C:11]([OH:13])=[O:12])=[CH:15][CH:16]=2)=[N:4][C:3]=1[CH2:17][S:18][C:19]1[CH:20]=[CH:21][C:22]([CH3:25])=[CH:23][CH:24]=1. The catalyst is Cl.O. The reactants are [CH3:1][C:2]1[O:6][C:5]([C:7]2[CH:16]=[CH:15][C:10]([C:11]([O:13]C)=[O:12])=[CH:9][CH:8]=2)=[N:4][C:3]=1[CH2:17][S:18][C:19]1[CH:24]=[CH:23][C:22]([CH3:25])=[CH:21][CH:20]=1. The yield is 0.740.